Task: Binary Classification. Given a miRNA mature sequence and a target amino acid sequence, predict their likelihood of interaction.. Dataset: Experimentally validated miRNA-target interactions with 360,000+ pairs, plus equal number of negative samples The miRNA is hsa-miR-25-5p with sequence AGGCGGAGACUUGGGCAAUUG. The protein sequence of the target gene is MWMTPKRIRMEVDEALVFRPEWTQRYLVVEPAEGDGALCLVCRRLVASTRERDVRRHYEAEHEFYERFVGDEERAALVERLRQGDMSLAAVLTPEERATRAGLGLCRFLALKGRGWGEGDFVHQCMEVLLREVLPDHVGVLEGIDLSPEITRQRILSIDSNLRSQLFNRARDFKAYSLALDDQAFVAYENYLLVFIRGVGRDLEVQEDLLTIINLTHHFSVGALMSAILEALQTAGLSLQRMVGLTTTHTLRMIGENSGLVSYMREKAVSPNCWNVIHYSGFLHLELLSSYDVDINQIIN.... Result: 0 (no interaction).